From a dataset of Tyrosyl-DNA phosphodiesterase HTS with 341,365 compounds. Binary Classification. Given a drug SMILES string, predict its activity (active/inactive) in a high-throughput screening assay against a specified biological target. (1) The compound is S1c2n(c(=O)c3n(c4c(c3n2)cc(F)cc4)CC(=O)NCC2OCCC2)CC1. The result is 0 (inactive). (2) The molecule is S(c1ccc(C=2CC(CC(=O)C2)c2ccc(OC)cc2)cc1)C. The result is 0 (inactive). (3) The molecule is s1c2n(Cc3c(cccc3)C)c(=O)n(c(=O)c2c(c1C(=O)N(C)C)C)c1cc(c(cc1)C)C. The result is 0 (inactive). (4) The molecule is S(=O)(=O)(Nc1ccc(C(=O)N2CCc3c(C2)cccc3)cc1)C. The result is 0 (inactive). (5) The compound is s1c(nc2c1cccc2)c1c(c(NC(=O)C)ccc1)C. The result is 0 (inactive). (6) The compound is O1C(C(O)(N(C1=O)c1cccnc1)C)(C)C. The result is 0 (inactive).